Dataset: Peptide-MHC class II binding affinity with 134,281 pairs from IEDB. Task: Regression. Given a peptide amino acid sequence and an MHC pseudo amino acid sequence, predict their binding affinity value. This is MHC class II binding data. (1) The peptide sequence is MSMSMILVGVIMMFL. The MHC is H-2-IAd with pseudo-sequence H-2-IAd. The binding affinity (normalized) is 0.221. (2) The peptide sequence is GPNELGRFKHTDA. The MHC is DRB1_1101 with pseudo-sequence DRB1_1101. The binding affinity (normalized) is 0. (3) The peptide sequence is ITMLTNGQCQNITVV. The MHC is HLA-DQA10501-DQB10201 with pseudo-sequence HLA-DQA10501-DQB10201. The binding affinity (normalized) is 0.131. (4) The peptide sequence is GKANRGKMDVSGVQA. The binding affinity (normalized) is 0. The MHC is HLA-DQA10101-DQB10501 with pseudo-sequence HLA-DQA10101-DQB10501. (5) The peptide sequence is PPHAATIRVLALGNQ. The MHC is HLA-DQA10201-DQB10303 with pseudo-sequence HLA-DQA10201-DQB10303. The binding affinity (normalized) is 0.573. (6) The peptide sequence is PGKYTAYEGQRVVFI. The MHC is DRB1_0405 with pseudo-sequence DRB1_0405. The binding affinity (normalized) is 0.357. (7) The peptide sequence is AFKVAATAANAAIAN. The MHC is HLA-DPA10201-DPB11401 with pseudo-sequence HLA-DPA10201-DPB11401. The binding affinity (normalized) is 0.835. (8) The peptide sequence is GARYLEFEALGFLNE. The MHC is DRB1_0404 with pseudo-sequence DRB1_0404. The binding affinity (normalized) is 0.263.